Regression. Given a peptide amino acid sequence and an MHC pseudo amino acid sequence, predict their binding affinity value. This is MHC class II binding data. From a dataset of Peptide-MHC class II binding affinity with 134,281 pairs from IEDB. (1) The peptide sequence is NFRFLTEKGMKNVFD. The MHC is DRB3_0202 with pseudo-sequence DRB3_0202. The binding affinity (normalized) is 0.414. (2) The peptide sequence is PPTVTIFKISKTVSE. The binding affinity (normalized) is 0.463. The MHC is DRB1_1201 with pseudo-sequence DRB1_1201. (3) The peptide sequence is HSLLDEGKQSLTKLA. The binding affinity (normalized) is 0.142. The MHC is DRB1_0404 with pseudo-sequence DRB1_0404.